From a dataset of NCI-60 drug combinations with 297,098 pairs across 59 cell lines. Regression. Given two drug SMILES strings and cell line genomic features, predict the synergy score measuring deviation from expected non-interaction effect. (1) Drug 1: C1=CN(C(=O)N=C1N)C2C(C(C(O2)CO)O)O.Cl. Drug 2: CN1C2=C(C=C(C=C2)N(CCCl)CCCl)N=C1CCCC(=O)O.Cl. Cell line: MCF7. Synergy scores: CSS=3.94, Synergy_ZIP=1.50, Synergy_Bliss=4.91, Synergy_Loewe=-5.99, Synergy_HSA=-0.823. (2) Drug 1: C1C(C(OC1N2C=C(C(=O)NC2=O)F)CO)O. Drug 2: CC1=C(C(CCC1)(C)C)C=CC(=CC=CC(=CC(=O)O)C)C. Cell line: UACC-257. Synergy scores: CSS=7.30, Synergy_ZIP=-4.32, Synergy_Bliss=-1.65, Synergy_Loewe=-2.96, Synergy_HSA=0.103. (3) Drug 1: COC1=NC(=NC2=C1N=CN2C3C(C(C(O3)CO)O)O)N. Drug 2: CCCCCOC(=O)NC1=NC(=O)N(C=C1F)C2C(C(C(O2)C)O)O. Cell line: MOLT-4. Synergy scores: CSS=52.3, Synergy_ZIP=-1.42, Synergy_Bliss=-2.10, Synergy_Loewe=-24.9, Synergy_HSA=-2.42. (4) Drug 1: CNC(=O)C1=CC=CC=C1SC2=CC3=C(C=C2)C(=NN3)C=CC4=CC=CC=N4. Drug 2: C1=CC(=CC=C1CCC2=CNC3=C2C(=O)NC(=N3)N)C(=O)NC(CCC(=O)O)C(=O)O. Cell line: OVCAR3. Synergy scores: CSS=17.8, Synergy_ZIP=-1.42, Synergy_Bliss=-6.29, Synergy_Loewe=-20.9, Synergy_HSA=-8.57. (5) Drug 1: C1CCN(CC1)CCOC2=CC=C(C=C2)C(=O)C3=C(SC4=C3C=CC(=C4)O)C5=CC=C(C=C5)O. Drug 2: C1=NC2=C(N=C(N=C2N1C3C(C(C(O3)CO)O)O)F)N. Cell line: OVCAR3. Synergy scores: CSS=-6.93, Synergy_ZIP=1.17, Synergy_Bliss=-1.77, Synergy_Loewe=-5.58, Synergy_HSA=-6.23.